This data is from CYP1A2 inhibition data for predicting drug metabolism from PubChem BioAssay. The task is: Regression/Classification. Given a drug SMILES string, predict its absorption, distribution, metabolism, or excretion properties. Task type varies by dataset: regression for continuous measurements (e.g., permeability, clearance, half-life) or binary classification for categorical outcomes (e.g., BBB penetration, CYP inhibition). Dataset: cyp1a2_veith. (1) The molecule is CCC/C=C(\CCC)C(NC(=O)OCC(C)C)c1ccc(C(=O)OC)cc1. The result is 1 (inhibitor). (2) The compound is C=CCNC(=S)Nc1ccc2nc(C)c(C)nc2c1. The result is 1 (inhibitor). (3) The molecule is CN(Cc1ccco1)c1ncncc1-c1cccnc1. The result is 1 (inhibitor). (4) The drug is Cc1nc(NCc2ccco2)c2c3c(sc2n1)CCC3. The result is 1 (inhibitor). (5) The molecule is COc1cc(C(=O)NC(=S)Nc2ccc(Cl)c(C(=O)O)c2)cc(OC)c1OC. The result is 0 (non-inhibitor). (6) The molecule is COC(=O)c1cc(C(=O)c2ccc(Cl)cc2Cl)cn1C. The result is 1 (inhibitor).